This data is from Catalyst prediction with 721,799 reactions and 888 catalyst types from USPTO. The task is: Predict which catalyst facilitates the given reaction. (1) Reactant: [Cl:1][C:2]1[N:7]=[CH:6][C:5]([C:8]2[CH2:9][CH2:10][C:11](=[O:14])[NH:12][N:13]=2)=[CH:4][CH:3]=1.IC.[C:17](=O)([O-])[O-].[Cs+].[Cs+]. Product: [Cl:1][C:2]1[N:7]=[CH:6][C:5]([C:8]2[CH:9]=[CH:10][C:11](=[O:14])[N:12]([CH3:17])[N:13]=2)=[CH:4][CH:3]=1. The catalyst class is: 633. (2) Product: [CH2:1]([N:8]1[C:12]2([C:24]3[CH:25]=[C:26]([C:43]4[CH:42]=[CH:41][CH:40]=[C:39]([O:38][CH3:37])[CH:44]=4)[CH:27]=[CH:28][CH:29]=3)[CH2:13][CH:14]([O:16][Si:17]([C:20]([CH3:23])([CH3:22])[CH3:21])([CH3:19])[CH3:18])[CH2:15][CH:11]2[CH2:10][O:9]1)[C:2]1[CH:7]=[CH:6][CH:5]=[CH:4][CH:3]=1. The catalyst class is: 843. Reactant: [CH2:1]([N:8]1[C:12]2([C:24]3[CH:29]=[CH:28][CH:27]=[C:26](Br)[CH:25]=3)[CH2:13][CH:14]([O:16][Si:17]([C:20]([CH3:23])([CH3:22])[CH3:21])([CH3:19])[CH3:18])[CH2:15][CH:11]2[CH2:10][O:9]1)[C:2]1[CH:7]=[CH:6][CH:5]=[CH:4][CH:3]=1.C(=O)([O-])[O-].[Na+].[Na+].[CH3:37][O:38][C:39]1[CH:40]=[C:41](B(O)O)[CH:42]=[CH:43][CH:44]=1. (3) Reactant: [CH:1]1([N:4]2[C:8]([C:9]([N:11]3[CH2:16][CH2:15][CH:14]([N:17]4[CH2:21][CH2:20][CH2:19][CH2:18]4)[CH2:13][CH2:12]3)=[O:10])=[C:7]([C:22]3[CH:23]=[N:24][C:25](SC)=[N:26][CH:27]=3)[N:6]=[C:5]2[C:30]2[CH:35]=[CH:34][C:33]([O:36][C:37]([F:40])([F:39])[F:38])=[CH:32][CH:31]=2)[CH2:3][CH2:2]1. Product: [CH:1]1([N:4]2[C:8]([C:9]([N:11]3[CH2:16][CH2:15][CH:14]([N:17]4[CH2:18][CH2:19][CH2:20][CH2:21]4)[CH2:13][CH2:12]3)=[O:10])=[C:7]([C:22]3[CH:23]=[N:24][CH:25]=[N:26][CH:27]=3)[N:6]=[C:5]2[C:30]2[CH:31]=[CH:32][C:33]([O:36][C:37]([F:38])([F:39])[F:40])=[CH:34][CH:35]=2)[CH2:3][CH2:2]1. The catalyst class is: 319. (4) Reactant: C(N(CC)CC)C.[C:8]1([CH:14]([C:20]2[CH:25]=[CH:24][CH:23]=[CH:22][CH:21]=2)[N:15]2[CH2:18][CH:17]([OH:19])[CH2:16]2)[CH:13]=[CH:12][CH:11]=[CH:10][CH:9]=1.[CH3:26][S:27](Cl)(=[O:29])=[O:28]. Product: [C:20]1([CH:14]([C:8]2[CH:9]=[CH:10][CH:11]=[CH:12][CH:13]=2)[N:15]2[CH2:18][CH:17]([O:19][S:27]([CH3:26])(=[O:29])=[O:28])[CH2:16]2)[CH:21]=[CH:22][CH:23]=[CH:24][CH:25]=1. The catalyst class is: 2. (5) Reactant: [C:1]([C:5]1[CH:10]=[CH:9][C:8]([OH:11])=[C:7]([O:12][CH3:13])[CH:6]=1)([CH3:4])([CH3:3])[CH3:2].[Br:14]Br. Product: [Br:14][C:10]1[C:5]([C:1]([CH3:4])([CH3:2])[CH3:3])=[CH:6][C:7]([O:12][CH3:13])=[C:8]([OH:11])[CH:9]=1. The catalyst class is: 53. (6) Reactant: [C:1]([N:5]([C:26](=[O:35])[C:27]1[CH:32]=[C:31]([CH3:33])[CH:30]=[C:29]([CH3:34])[CH:28]=1)[NH:6][C:7](=[O:25])[C:8]1[CH:13]=[CH:12][C:11]([CH:14]=O)=[C:10]([B:16]2OC(C)(C)C(C)(C)[O:17]2)[CH:9]=1)([CH3:4])([CH3:3])[CH3:2].[NH2:36][NH2:37]. Product: [C:1]([N:5]([C:26](=[O:35])[C:27]1[CH:32]=[C:31]([CH3:33])[CH:30]=[C:29]([CH3:34])[CH:28]=1)[NH:6][C:7]([C:8]1[CH:13]=[CH:12][C:11]2[CH:14]=[N:37][NH:36][B:16]([OH:17])[C:10]=2[CH:9]=1)=[O:25])([CH3:4])([CH3:3])[CH3:2]. The catalyst class is: 14.